Dataset: Reaction yield outcomes from USPTO patents with 853,638 reactions. Task: Predict the reaction yield, written as a fraction of the theoretical maximum amount of product (1.0 means a 100% yield; for example, 0.34 means a 34% yield). (1) The reactants are [N:1]1[CH:6]=[CH:5][C:4]([C:7]([CH:9]2[CH2:16][C:12]3[S:13][CH:14]=[CH:15][C:11]=3[C:10]2=O)=O)=[CH:3][CH:2]=1.O.[NH2:19][NH2:20].C(O)(=O)C. The catalyst is C(O)C. The product is [N:1]1[CH:6]=[CH:5][C:4]([C:7]2[C:9]3[CH2:16][C:12]4[S:13][CH:14]=[CH:15][C:11]=4[C:10]=3[NH:20][N:19]=2)=[CH:3][CH:2]=1. The yield is 0.530. (2) The reactants are S(=O)(=O)(O)O.S([O-])([O-])(=O)=O.[Mg+2].[Cl:12][C:13]1[C:14]([C:20]([OH:22])=[O:21])=[N:15][C:16]([Cl:19])=[CH:17][CH:18]=1.[C:23](O)([CH3:26])([CH3:25])[CH3:24].C(=O)([O-])[O-].[Na+].[Na+]. The catalyst is ClCCl. The product is [Cl:12][C:13]1[C:14]([C:20]([O:22][C:23]([CH3:26])([CH3:25])[CH3:24])=[O:21])=[N:15][C:16]([Cl:19])=[CH:17][CH:18]=1. The yield is 0.660. (3) The reactants are [F:1][CH:2]([F:10])[C:3]1[O:7][C:6]([CH2:8]O)=[CH:5][CH:4]=1.C1(P(C2C=CC=CC=2)C2C=CC=CC=2)C=CC=CC=1.CCOC(/N=N/C(OCC)=O)=O.C1(P([N:56]=[N+:57]=[N-:58])(C2C=CC=CC=2)=O)C=CC=CC=1. The catalyst is O1CCCC1.ClCCl. The product is [N:56]([CH2:8][C:6]1[O:7][C:3]([CH:2]([F:10])[F:1])=[CH:4][CH:5]=1)=[N+:57]=[N-:58]. The yield is 0.770. (4) The reactants are [CH:1]([C:4]1[CH:9]=[CH:8][C:7]([C:10]2[C:11]3[C:22]([CH3:23])=[CH:21][C:20]4[CH2:19][CH2:18][CH2:17][CH2:16][C:15]=4[C:12]=3[O:13][CH:14]=2)=[CH:6][CH:5]=1)([CH3:3])[CH3:2]. The catalyst is CO. The product is [CH:1]([C:4]1[CH:5]=[CH:6][C:7]([CH:10]2[CH2:14][O:13][C:12]3[C:15]4[CH2:16][CH2:17][CH2:18][CH2:19][C:20]=4[CH:21]=[C:22]([CH3:23])[C:11]2=3)=[CH:8][CH:9]=1)([CH3:3])[CH3:2]. The yield is 0.800. (5) The reactants are [CH3:1][C:2]1[CH:8]=[C:7]([CH3:9])[CH:6]=[C:5]([CH3:10])[C:3]=1[NH2:4].C(N(CC)CC)C.[C:18]1([S:24]([NH:27][C:28]2[CH:32]=[CH:31][S:30][C:29]=2[C:33](Cl)=[O:34])(=[O:26])=[O:25])[CH:23]=[CH:22][CH:21]=[CH:20][CH:19]=1.CCCCCC.C(OCC)(=O)C. The catalyst is ClCCl. The product is [CH3:1][C:2]1[CH:8]=[C:7]([CH3:9])[CH:6]=[C:5]([CH3:10])[C:3]=1[NH:4][C:33]([C:29]1[S:30][CH:31]=[CH:32][C:28]=1[NH:27][S:24]([C:18]1[CH:19]=[CH:20][CH:21]=[CH:22][CH:23]=1)(=[O:25])=[O:26])=[O:34]. The yield is 0.160. (6) The reactants are C[O:2][C:3](=[O:23])[CH:4]([C:11]1[CH:16]=[CH:15][C:14]([S:17]([CH3:20])(=[O:19])=[O:18])=[C:13]([C:21]#[N:22])[CH:12]=1)[CH2:5][CH:6]1[CH2:10][CH2:9][CH2:8][CH2:7]1.[OH-].[Li+]. The catalyst is O1CCCC1. The product is [C:21]([C:13]1[CH:12]=[C:11]([CH:4]([CH2:5][CH:6]2[CH2:7][CH2:8][CH2:9][CH2:10]2)[C:3]([OH:23])=[O:2])[CH:16]=[CH:15][C:14]=1[S:17]([CH3:20])(=[O:18])=[O:19])#[N:22]. The yield is 0.820. (7) The reactants are [Cl:1][C:2]1[C:3]([O:12][C:13]2[CH:18]=[C:17]([O:19][CH:20]([CH3:22])[CH3:21])[CH:16]=[CH:15][C:14]=2[CH2:23][CH2:24][C:25]([OH:27])=O)=[N:4][CH:5]=[C:6]([C:8]([F:11])([F:10])[F:9])[CH:7]=1.[CH2:28]([S:33]([NH2:36])(=[O:35])=[O:34])[CH2:29][CH2:30][CH2:31][CH3:32].N12CCCN=C1CCCCC2. The catalyst is O1CCCC1. The product is [Cl:1][C:2]1[C:3]([O:12][C:13]2[CH:18]=[C:17]([O:19][CH:20]([CH3:21])[CH3:22])[CH:16]=[CH:15][C:14]=2[CH2:23][CH2:24][C:25]([NH:36][S:33]([CH2:28][CH2:29][CH2:30][CH2:31][CH3:32])(=[O:35])=[O:34])=[O:27])=[N:4][CH:5]=[C:6]([C:8]([F:9])([F:11])[F:10])[CH:7]=1. The yield is 0.500.